This data is from Reaction yield outcomes from USPTO patents with 853,638 reactions. The task is: Predict the reaction yield, written as a fraction of the theoretical maximum amount of product (1.0 means a 100% yield; for example, 0.34 means a 34% yield). (1) The reactants are [Br:1][C:2]1[CH:7]=[C:6]([CH2:8]Br)[CH:5]=[CH:4][C:3]=1[O:10][C:11]1[CH:16]=[CH:15][C:14]([F:17])=[CH:13][C:12]=1[F:18].[CH3:19][S-:20].[Na+]. The catalyst is CN(C)C=O. The product is [Br:1][C:2]1[CH:7]=[C:6]([CH:5]=[CH:4][C:3]=1[O:10][C:11]1[CH:16]=[CH:15][C:14]([F:17])=[CH:13][C:12]=1[F:18])[CH2:8][S:20][CH3:19]. The yield is 1.00. (2) The reactants are [CH:1]1([CH2:4][NH2:5])[CH2:3][CH2:2]1.Br.Br[C:8]1[S:9][C:10]([C:13]2[CH:14]=[N:15][CH:16]=[CH:17][CH:18]=2)=[N:11][N:12]=1.C(N(CC)CC)C. The catalyst is C(O)C. The product is [CH:1]1([CH2:4][NH:5][C:8]2[S:9][C:10]([C:13]3[CH:14]=[N:15][CH:16]=[CH:17][CH:18]=3)=[N:11][N:12]=2)[CH2:3][CH2:2]1. The yield is 0.260.